From a dataset of M1 muscarinic receptor antagonist screen with 61,756 compounds. Binary Classification. Given a drug SMILES string, predict its activity (active/inactive) in a high-throughput screening assay against a specified biological target. (1) The drug is S(=O)(=O)(NCCCOCCCC)Cc1ccccc1. The result is 0 (inactive). (2) The compound is N(Cc1nc(Nc2c(cccc2)C)nc(n1)N)(c1ccccc1)C. The result is 0 (inactive). (3) The drug is S(=O)(=O)(N1CCCCC1)c1cc(C(=O)N2CCC(CC2)C)ccc1. The result is 0 (inactive).